This data is from Catalyst prediction with 721,799 reactions and 888 catalyst types from USPTO. The task is: Predict which catalyst facilitates the given reaction. (1) Reactant: [Cl:1][C:2]1[CH:3]=[CH:4][C:5]2[C:9]([CH:10]=1)=[N:8][N:7]1[C:11](=[O:28])[CH:12]=[C:13]([CH:15]3[CH2:20][CH2:19][N:18](C(OC(C)(C)C)=O)[CH2:17][CH2:16]3)[NH:14][C:6]=21. Product: [ClH:1].[Cl:1][C:2]1[CH:3]=[CH:4][C:5]2[C:9]([CH:10]=1)=[N:8][N:14]1[C:13]([CH:15]3[CH2:20][CH2:19][NH:18][CH2:17][CH2:16]3)=[CH:12][C:11](=[O:28])[NH:7][C:6]=21. The catalyst class is: 89. (2) Reactant: [C:1]1(P(C2C=CC=CC=2)C2C=CC=CC=2)C=CC=C[CH:2]=1.N(C([O:27][CH:28]([CH3:30])C)=O)=NC([O-])=O.[CH3:31][C:32]1[CH:50]=[C:49]([CH3:51])[CH:48]=[C:47]([CH3:52])[C:33]=1[CH2:34][S:35][C@@H:36]1CC[C:39]2(OCCO2)[CH2:38][C@H:37]1[OH:46].[C:53]([OH:56])(=[O:55])[CH3:54]. The catalyst class is: 7. Product: [CH3:52][C:47]1[CH:48]=[C:49]([CH3:51])[CH:50]=[C:32]([CH3:31])[C:33]=1[CH2:34][S:35][C@H:36]1[C@H:37]([O:46][C:28](=[O:27])[CH3:30])[CH2:38][CH2:39][C:53]2([O:56][CH2:2][CH2:1][O:55]2)[CH2:54]1. (3) Reactant: C[O:2][C:3]1[CH:8]=[CH:7][C:6]([C:9]2[C:14]([CH3:15])=[N:13][N:12]([CH3:16])[C:11](=[O:17])[CH:10]=2)=[CH:5][CH:4]=1.B(Br)(Br)Br. Product: [OH:2][C:3]1[CH:8]=[CH:7][C:6]([C:9]2[C:14]([CH3:15])=[N:13][N:12]([CH3:16])[C:11](=[O:17])[CH:10]=2)=[CH:5][CH:4]=1. The catalyst class is: 2. (4) Reactant: [NH:1]1[CH2:6][CH2:5][CH:4]([NH:7][C:8](=[O:14])[O:9][C:10]([CH3:13])([CH3:12])[CH3:11])[CH2:3][CH2:2]1.F[C:16]1[CH:21]=[CH:20][C:19]([N+:22]([O-:24])=[O:23])=[CH:18][CH:17]=1.C([O-])([O-])=O.[K+].[K+]. Product: [N+:22]([C:19]1[CH:20]=[CH:21][C:16]([N:1]2[CH2:2][CH2:3][CH:4]([NH:7][C:8](=[O:14])[O:9][C:10]([CH3:11])([CH3:13])[CH3:12])[CH2:5][CH2:6]2)=[CH:17][CH:18]=1)([O-:24])=[O:23]. The catalyst class is: 18.